From a dataset of Peptide-MHC class II binding affinity with 134,281 pairs from IEDB. Regression. Given a peptide amino acid sequence and an MHC pseudo amino acid sequence, predict their binding affinity value. This is MHC class II binding data. (1) The peptide sequence is DNEAYEMPSEEGYQD. The MHC is DRB1_1101 with pseudo-sequence DRB1_1101. The binding affinity (normalized) is 0. (2) The MHC is HLA-DPA10103-DPB10601 with pseudo-sequence HLA-DPA10103-DPB10601. The binding affinity (normalized) is 0.324. The peptide sequence is EKKYFAATQDEPLAA. (3) The peptide sequence is NSGGGVEGIGLQYLG. The MHC is DRB1_0701 with pseudo-sequence DRB1_0701. The binding affinity (normalized) is 0.247. (4) The peptide sequence is GLCAFLATRIFGRRS. The binding affinity (normalized) is 0.851. The MHC is DRB4_0103 with pseudo-sequence DRB4_0103. (5) The peptide sequence is QKRGIVKENIIDLTKI. The MHC is HLA-DQA10501-DQB10201 with pseudo-sequence HLA-DQA10501-DQB10201. The binding affinity (normalized) is 0.205. (6) The peptide sequence is ASKNFHLQKNTIGTG. The MHC is DRB1_0901 with pseudo-sequence DRB1_0901. The binding affinity (normalized) is 0.132.